This data is from Reaction yield outcomes from USPTO patents with 853,638 reactions. The task is: Predict the reaction yield, written as a fraction of the theoretical maximum amount of product (1.0 means a 100% yield; for example, 0.34 means a 34% yield). (1) The reactants are [CH2:1](O)[CH2:2][CH2:3][CH2:4][CH2:5][CH2:6][CH2:7][CH2:8][CH2:9][CH2:10][OH:11].[BrH:13]. The catalyst is C1CCCCC1.C(OCC)C. The product is [Br:13][CH2:1][CH2:2][CH2:3][CH2:4][CH2:5][CH2:6][CH2:7][CH2:8][CH2:9][CH2:10][OH:11]. The yield is 0.870. (2) The reactants are [C:1]([O:5][C:6]([NH:8][C:9]1[C:17]([C:18]([OH:20])=O)=[C:12]2[N:13]=[CH:14][CH:15]=[CH:16][N:11]2[N:10]=1)=[O:7])([CH3:4])([CH3:3])[CH3:2].CCN(C(C)C)C(C)C.CN(C(ON1N=NC2C=CC=NC1=2)=[N+](C)C)C.F[P-](F)(F)(F)(F)F.[Cl:54][C:55]1[CH:56]=[CH:57][C:58]([O:67][CH:68]([F:70])[F:69])=[C:59]([C:61]2[NH:65][N:64]=[CH:63][C:62]=2[NH2:66])[CH:60]=1. The catalyst is CN(C=O)C.O. The product is [Cl:54][C:55]1[CH:56]=[CH:57][C:58]([O:67][CH:68]([F:70])[F:69])=[C:59]([C:61]2[C:62]([NH:66][C:18]([C:17]3[C:9]([NH:8][C:6](=[O:7])[O:5][C:1]([CH3:2])([CH3:3])[CH3:4])=[N:10][N:11]4[CH:16]=[CH:15][CH:14]=[N:13][C:12]=34)=[O:20])=[CH:63][NH:64][N:65]=2)[CH:60]=1. The yield is 0.770. (3) The reactants are I[C:2]1[N:6]2[CH:7]=[CH:8][CH:9]=[CH:10][C:5]2=[N:4][C:3]=1[CH2:11][O:12][C:13]1[CH:22]=[CH:21][CH:20]=[CH:19][C:14]=1[C:15]([O:17][CH3:18])=[O:16].[C:23]([C:25]1[CH:30]=[CH:29][C:28]([F:31])=[CH:27][CH:26]=1)#[CH:24].C(N(CC)CC)C.[Na+].[Cl-]. The catalyst is CN(C)C=O.[Cu](I)I.C1C=CC(/C=C/C(/C=C/C2C=CC=CC=2)=O)=CC=1.C1C=CC(/C=C/C(/C=C/C2C=CC=CC=2)=O)=CC=1.C1C=CC(/C=C/C(/C=C/C2C=CC=CC=2)=O)=CC=1.[Pd].[Pd]. The product is [F:31][C:28]1[CH:29]=[CH:30][C:25]([C:23]#[C:24][C:2]2[N:6]3[CH:7]=[CH:8][CH:9]=[CH:10][C:5]3=[N:4][C:3]=2[CH2:11][O:12][C:13]2[CH:22]=[CH:21][CH:20]=[CH:19][C:14]=2[C:15]([O:17][CH3:18])=[O:16])=[CH:26][CH:27]=1. The yield is 0.840. (4) The reactants are [O:1]1[C:5]2([CH2:10][CH2:9][NH:8][CH2:7][CH2:6]2)[O:4][CH2:3][CH2:2]1.Cl[CH2:12][CH2:13][CH2:14][CH:15]([C:23]1[CH:28]=[CH:27][C:26]([F:29])=[CH:25][CH:24]=1)[C:16]1[CH:21]=[CH:20][C:19]([F:22])=[CH:18][CH:17]=1.C([O-])([O-])=O.[K+].[K+]. The catalyst is C(#N)C. The product is [F:22][C:19]1[CH:18]=[CH:17][C:16]([CH:15]([C:23]2[CH:24]=[CH:25][C:26]([F:29])=[CH:27][CH:28]=2)[CH2:14][CH2:13][CH2:12][N:8]2[CH2:9][CH2:10][C:5]3([O:4][CH2:3][CH2:2][O:1]3)[CH2:6][CH2:7]2)=[CH:21][CH:20]=1. The yield is 0.890. (5) The reactants are [C:1]([O:5][C:6](=[O:33])[NH:7][CH:8]([C:16](=[O:32])[NH:17][C:18]1([CH:22]([OH:31])[C:23](=[O:30])[NH:24][C:25]2[CH:29]=[CH:28][NH:27][N:26]=2)[CH2:21][CH2:20][CH2:19]1)[CH2:9][C:10]1([F:15])[CH2:14][CH2:13][CH2:12][CH2:11]1)([CH3:4])([CH3:3])[CH3:2].C([O-])(O)=O.[Na+].[C:39](Cl)([O:41][CH2:42][CH:43]1[C:55]2[C:50](=[CH:51][CH:52]=[CH:53][CH:54]=2)[C:49]2[C:44]1=[CH:45][CH:46]=[CH:47][CH:48]=2)=[O:40]. The catalyst is O1CCOCC1.O.C(Cl)Cl. The product is [CH:54]1[C:55]2[CH:43]([CH2:42][O:41][C:39]([N:27]3[CH:28]=[CH:29][C:25]([NH:24][C:23](=[O:30])[CH:22]([C:18]4([NH:17][C:16](=[O:32])[CH:8]([NH:7][C:6]([O:5][C:1]([CH3:4])([CH3:2])[CH3:3])=[O:33])[CH2:9][C:10]5([F:15])[CH2:14][CH2:13][CH2:12][CH2:11]5)[CH2:21][CH2:20][CH2:19]4)[OH:31])=[N:26]3)=[O:40])[C:44]3[C:49](=[CH:48][CH:47]=[CH:46][CH:45]=3)[C:50]=2[CH:51]=[CH:52][CH:53]=1. The yield is 0.840. (6) The reactants are C([O:5][C:6]([C@H:8]1[CH2:12][CH2:11][CH2:10][N:9]1[C:13](=[O:42])[CH2:14][O:15][C:16]1[C:25]([O:26][CH2:27][C:28]([N:30]2[CH2:34][CH2:33][CH2:32][C@@H:31]2[C:35]([O:37]C(C)(C)C)=[O:36])=[O:29])=[CH:24][C:23]2[C:18](=[CH:19][CH:20]=[CH:21][CH:22]=2)[CH:17]=1)=[O:7])(C)(C)C. The yield is 0.960. The catalyst is FC(F)(F)C(O)=O. The product is [C:35]([C@H:31]1[CH2:32][CH2:33][CH2:34][N:30]1[C:28](=[O:29])[CH2:27][O:26][C:25]1[C:16]([O:15][CH2:14][C:13]([N:9]2[CH2:10][CH2:11][CH2:12][C@@H:8]2[C:6]([OH:7])=[O:5])=[O:42])=[CH:17][C:18]2[C:23]([CH:24]=1)=[CH:22][CH:21]=[CH:20][CH:19]=2)([OH:37])=[O:36]. (7) The reactants are Cl[C:2]1[C:7]([C:8]([F:11])([F:10])[F:9])=[CH:6][N:5]=[C:4]([NH:12][C:13]2[CH:14]=[CH:15][C:16]([CH2:21][P:22](=[O:29])([O:26][CH2:27][CH3:28])[O:23][CH2:24][CH3:25])=[N:17][C:18]=2[O:19][CH3:20])[N:3]=1.[NH2:30][C:31]1[CH:32]=[CH:33][C:34]([C@H:42]2[CH2:47][CH2:46][C@H:45]([OH:48])[CH2:44][CH2:43]2)=[C:35]2[C:39]=1[C:38](=[O:40])[N:37]([CH3:41])[CH2:36]2. No catalyst specified. The product is [OH:48][C@H:45]1[CH2:46][CH2:47][C@H:42]([C:34]2[CH:33]=[CH:32][C:31]([NH:30][C:2]3[C:7]([C:8]([F:9])([F:10])[F:11])=[CH:6][N:5]=[C:4]([NH:12][C:13]4[CH:14]=[CH:15][C:16]([CH2:21][P:22](=[O:29])([O:26][CH2:27][CH3:28])[O:23][CH2:24][CH3:25])=[N:17][C:18]=4[O:19][CH3:20])[N:3]=3)=[C:39]3[C:35]=2[CH2:36][N:37]([CH3:41])[C:38]3=[O:40])[CH2:43][CH2:44]1. The yield is 0.550.